Dataset: Reaction yield outcomes from USPTO patents with 853,638 reactions. Task: Predict the reaction yield, written as a fraction of the theoretical maximum amount of product (1.0 means a 100% yield; for example, 0.34 means a 34% yield). The reactants are C([O:3][C:4]([C:6]1[NH:7][C:8]2[C:13]([CH:14]=1)=[CH:12][CH:11]=[C:10]([Cl:15])[CH:9]=2)=O)C.[H-].[Al+3].[Li+].[H-].[H-].[H-]. The catalyst is C(OCC)C. The product is [Cl:15][C:10]1[CH:9]=[C:8]2[C:13]([CH:14]=[C:6]([CH2:4][OH:3])[NH:7]2)=[CH:12][CH:11]=1. The yield is 1.00.